From a dataset of Catalyst prediction with 721,799 reactions and 888 catalyst types from USPTO. Predict which catalyst facilitates the given reaction. (1) Reactant: [NH2:1][C:2]1[CH:7]=[CH:6][C:5]([OH:8])=[CH:4][C:3]=1[F:9].CC(C)([O-])C.[K+].Cl[C:17]1[CH:22]=[CH:21][N:20]=[C:19]([C:23]([NH:25][CH3:26])=[O:24])[CH:18]=1. Product: [CH3:26][NH:25][C:23]([C:19]1[CH:18]=[C:17]([O:8][C:5]2[CH:6]=[CH:7][C:2]([NH2:1])=[C:3]([F:9])[CH:4]=2)[CH:22]=[CH:21][N:20]=1)=[O:24]. The catalyst class is: 80. (2) Reactant: [C:1]([CH:3]([CH3:14])[C:4]1[CH:9]=[CH:8][C:7]([NH:10][C:11](=[O:13])[CH3:12])=[CH:6][CH:5]=1)#[N:2].CC(OC(C)=O)=O.[N+:22]([O-])([OH:24])=[O:23]. Product: [C:1]([CH:3]([CH3:14])[C:4]1[CH:9]=[CH:8][C:7]([NH:10][C:11](=[O:13])[CH3:12])=[C:6]([N+:22]([O-:24])=[O:23])[CH:5]=1)#[N:2]. The catalyst class is: 6. (3) Reactant: O1[CH2:6][CH2:5]OCC1.BrC1[C:16]2[C:11](=[CH:12][CH:13]=[CH:14][C:15]=2[N+:17]([O-:19])=[O:18])[N:10]([CH2:20][C:21]2[CH:26]=[CH:25][CH:24]=[C:23]([CH:27]([CH3:29])[CH3:28])[N:22]=2)[N:9]=1.CB(O)O.C(=O)([O-])[O-].[K+].[K+]. Product: [CH:27]([C:23]1[N:22]=[C:21]([CH2:20][N:10]2[C:11]3[C:16](=[C:15]([N+:17]([O-:19])=[O:18])[CH:14]=[CH:13][CH:12]=3)[C:5]([CH3:6])=[N:9]2)[CH:26]=[CH:25][CH:24]=1)([CH3:29])[CH3:28]. The catalyst class is: 257. (4) Reactant: [CH:1]1([CH2:7][C:8]2[N:12]([CH3:13])[C:11]([C:14]([O:16][CH3:17])=[O:15])=[CH:10][CH:9]=2)[CH2:6][CH2:5][CH2:4][CH2:3][CH2:2]1.C1C(=O)N([Br:25])C(=O)C1. Product: [Br:25][C:9]1[CH:10]=[C:11]([C:14]([O:16][CH3:17])=[O:15])[N:12]([CH3:13])[C:8]=1[CH2:7][CH:1]1[CH2:2][CH2:3][CH2:4][CH2:5][CH2:6]1. The catalyst class is: 554. (5) The catalyst class is: 11. Reactant: C(OC([N:8]1[C:16]2[C:11](=[CH:12][CH:13]=[C:14]([Cl:17])[CH:15]=2)/[C:10](=[CH:18]/[C:19]2[CH:24]=[CH:23][CH:22]=[C:21]([Cl:25])[CH:20]=2)/[C:9]1=[O:26])=O)(C)(C)C.[C:27]([O:31][C:32]([N:34]1[CH2:38][CH2:37][CH:36]([O:39][C:40]2[CH:45]=[CH:44][C:43]([I:46])=[CH:42][C:41]=2[CH:47]=[N:48][C:49]([O:51][Si](C)(C)C)=[CH2:50])[CH2:35]1)=[O:33])([CH3:30])([CH3:29])[CH3:28]. Product: [C:27]([O:31][C:32]([N:34]1[CH2:38][CH2:37][CH:36]([O:39][C:40]2[CH:45]=[CH:44][C:43]([I:46])=[CH:42][C:41]=2[CH:47]2[C:10]3([C:11]4[C:16](=[CH:15][C:14]([Cl:17])=[CH:13][CH:12]=4)[NH:8][C:9]3=[O:26])[CH:18]([C:19]3[CH:24]=[CH:23][CH:22]=[C:21]([Cl:25])[CH:20]=3)[CH2:50][C:49](=[O:51])[NH:48]2)[CH2:35]1)=[O:33])([CH3:30])([CH3:28])[CH3:29]. (6) The catalyst class is: 18. Reactant: [Br:1][C:2]1[CH:7]=[C:6]([CH3:8])[C:5]([OH:9])=[C:4]([CH3:10])[CH:3]=1.C(=O)([O-])[O-].[Cs+].[Cs+].[CH2:17](Br)[C:18]1[CH:23]=[CH:22][CH:21]=[CH:20][CH:19]=1. Product: [Br:1][C:2]1[CH:7]=[C:6]([CH3:8])[C:5]([O:9][CH2:17][C:18]2[CH:23]=[CH:22][CH:21]=[CH:20][CH:19]=2)=[C:4]([CH3:10])[CH:3]=1. (7) Reactant: [F:1][C:2]1[CH:3]=[CH:4][C:5]([CH3:12])=[C:6]([NH:8]C(=O)C)[CH:7]=1.[N+:13]([O-])([OH:15])=[O:14]. Product: [F:1][C:2]1[C:3]([N+:13]([O-:15])=[O:14])=[CH:4][C:5]([CH3:12])=[C:6]([CH:7]=1)[NH2:8]. The catalyst class is: 82.